The task is: Predict the reactants needed to synthesize the given product.. This data is from Full USPTO retrosynthesis dataset with 1.9M reactions from patents (1976-2016). (1) Given the product [NH2:30][CH2:31][CH2:32][NH:33][C:20]([C:19]1[CH:18]=[N:17][N:5]2[C:6]([CH3:16])=[C:7]([CH2:8][C:9]3[CH:14]=[CH:13][CH:12]=[C:11]([CH3:15])[CH:10]=3)[C:2]([CH3:1])=[N:3][C:4]=12)=[O:21], predict the reactants needed to synthesize it. The reactants are: [CH3:1][C:2]1[C:7]([CH2:8][C:9]2[CH:14]=[CH:13][CH:12]=[C:11]([CH3:15])[CH:10]=2)=[C:6]([CH3:16])[N:5]2[N:17]=[CH:18][C:19]([C:20](O)=[O:21])=[C:4]2[N:3]=1.C([NH:30][CH2:31][CH2:32][NH2:33])(OC(C)(C)C)=O.CN(C(ON1N=NC2C=CC=CC1=2)=[N+](C)C)C.[B-](F)(F)(F)F.C(N(CC)CC)C. (2) Given the product [O:1]=[C:2]([N:26]1[CH2:27][CH2:28][N:29]([C:32](=[O:43])[C:33]2[CH:38]=[CH:37][CH:36]=[CH:35][C:34]=2[C:39]([F:40])([F:42])[F:41])[CH2:30][CH2:31]1)[CH2:3][NH:4][C:5]([C:7]1[CH:11]=[C:10]([C:12]2[CH:17]=[CH:16][CH:15]=[CH:14][C:13]=2[OH:18])[O:9][N:8]=1)=[O:6], predict the reactants needed to synthesize it. The reactants are: [O:1]=[C:2]([N:26]1[CH2:31][CH2:30][N:29]([C:32](=[O:43])[C:33]2[CH:38]=[CH:37][CH:36]=[CH:35][C:34]=2[C:39]([F:42])([F:41])[F:40])[CH2:28][CH2:27]1)[CH2:3][NH:4][C:5]([C:7]1[CH:11]=[C:10]([C:12]2[CH:17]=[CH:16][CH:15]=[CH:14][C:13]=2[O:18]CC2C=CC=CC=2)[O:9][N:8]=1)=[O:6]. (3) Given the product [C:1]12([CH2:11][C:12]([NH:14][C:15]3[CH:24]=[CH:23][CH:22]=[C:21]4[C:16]=3[CH:17]=[CH:18][C:19]([NH:26][CH2:27][C@H:28]([OH:30])[CH3:29])=[N:20]4)=[O:13])[CH2:10][CH:5]3[CH2:6][CH:7]([CH2:9][CH:3]([CH2:4]3)[CH2:2]1)[CH2:8]2, predict the reactants needed to synthesize it. The reactants are: [C:1]12([CH2:11][C:12]([NH:14][C:15]3[CH:24]=[CH:23][CH:22]=[C:21]4[C:16]=3[CH:17]=[CH:18][C:19](Cl)=[N:20]4)=[O:13])[CH2:10][CH:5]3[CH2:6][CH:7]([CH2:9][CH:3]([CH2:4]3)[CH2:2]1)[CH2:8]2.[NH2:26][CH2:27][C@H:28]([OH:30])[CH3:29].C(=O)([O-])[O-].[K+].[K+]. (4) Given the product [N+:19]([C:22]1[CH:23]=[C:24]([S:28]([N:1]2[CH2:6][CH2:5][CH2:4][CH2:3][CH:2]2[C:7]([O:9][CH2:10][CH3:11])=[O:8])(=[O:30])=[O:29])[CH:25]=[CH:26][CH:27]=1)([O-:21])=[O:20], predict the reactants needed to synthesize it. The reactants are: [NH:1]1[CH2:6][CH2:5][CH2:4][CH2:3][CH:2]1[C:7]([O:9][CH2:10][CH3:11])=[O:8].C(N(CC)CC)C.[N+:19]([C:22]1[CH:23]=[C:24]([S:28](Cl)(=[O:30])=[O:29])[CH:25]=[CH:26][CH:27]=1)([O-:21])=[O:20]. (5) Given the product [CH3:1][C:2]1[N:9]([CH2:10][C:11]([OH:13])=[O:12])[C:5]2[N:6]=[CH:7][S:8][C:4]=2[C:3]=1[CH2:16][C:17]1[CH:22]=[CH:21][CH:20]=[CH:19][C:18]=1[S:23]([N:26]1[CH2:30][CH2:29][CH2:28][CH2:27]1)(=[O:25])=[O:24], predict the reactants needed to synthesize it. The reactants are: [CH3:1][C:2]1[N:9]([CH2:10][C:11]([O:13]CC)=[O:12])[C:5]2[N:6]=[CH:7][S:8][C:4]=2[C:3]=1[CH2:16][C:17]1[CH:22]=[CH:21][CH:20]=[CH:19][C:18]=1[S:23]([N:26]1[CH2:30][CH2:29][CH2:28][CH2:27]1)(=[O:25])=[O:24].[OH-].[Li+].